Dataset: Peptide-MHC class I binding affinity with 185,985 pairs from IEDB/IMGT. Task: Regression. Given a peptide amino acid sequence and an MHC pseudo amino acid sequence, predict their binding affinity value. This is MHC class I binding data. The peptide sequence is MMQVWIQPL. The MHC is HLA-A03:01 with pseudo-sequence HLA-A03:01. The binding affinity (normalized) is 0.0847.